The task is: Predict the product of the given reaction.. This data is from Forward reaction prediction with 1.9M reactions from USPTO patents (1976-2016). The product is: [OH:4][C@H:3]([C:5]1[CH:6]=[CH:7][C:8]([OH:16])=[C:9]([NH:11][S:12]([CH3:15])(=[O:14])=[O:13])[CH:10]=1)[CH2:2][NH:1][CH2:33][CH:30]1[CH2:29][CH2:28][N:27]([C:22]2[CH:21]=[CH:26][C:25]([C:35]([O:38][CH3:39])=[O:37])=[CH:24][N:23]=2)[CH2:32][CH2:31]1. Given the reactants [NH2:1][CH2:2][C@@H:3]([C:5]1[CH:6]=[CH:7][C:8]([OH:16])=[C:9]([NH:11][S:12]([CH3:15])(=[O:14])=[O:13])[CH:10]=1)[OH:4].COC([C:21]1[C:22]([N:27]2[CH2:32][CH2:31][CH:30]([CH:33]=O)[CH2:29][CH2:28]2)=[N:23][CH:24]=[CH:25][CH:26]=1)=O.[C:35]([OH:38])(=[O:37])C.[C:39]([BH3-])#N.[Na+], predict the reaction product.